From a dataset of Peptide-MHC class II binding affinity with 134,281 pairs from IEDB. Regression. Given a peptide amino acid sequence and an MHC pseudo amino acid sequence, predict their binding affinity value. This is MHC class II binding data. (1) The peptide sequence is AAATAGTTVYGAGAA. The MHC is HLA-DQA10501-DQB10301 with pseudo-sequence HLA-DQA10501-DQB10301. The binding affinity (normalized) is 0.585. (2) The peptide sequence is QKEQPQQSFPEQERP. The MHC is HLA-DQA10501-DQB10201 with pseudo-sequence HLA-DQA10501-DQB10201. The binding affinity (normalized) is 0.362. (3) The MHC is HLA-DPA10301-DPB10402 with pseudo-sequence HLA-DPA10301-DPB10402. The peptide sequence is AEAPASAAAPEEQVQ. The binding affinity (normalized) is 0.0386.